From a dataset of NCI-60 drug combinations with 297,098 pairs across 59 cell lines. Regression. Given two drug SMILES strings and cell line genomic features, predict the synergy score measuring deviation from expected non-interaction effect. (1) Drug 1: COC1=C(C=C2C(=C1)N=CN=C2NC3=CC(=C(C=C3)F)Cl)OCCCN4CCOCC4. Drug 2: CC12CCC3C(C1CCC2O)C(CC4=C3C=CC(=C4)O)CCCCCCCCCS(=O)CCCC(C(F)(F)F)(F)F. Cell line: HOP-92. Synergy scores: CSS=17.3, Synergy_ZIP=-6.23, Synergy_Bliss=-5.02, Synergy_Loewe=-0.542, Synergy_HSA=-0.201. (2) Drug 1: C1CCC(C1)C(CC#N)N2C=C(C=N2)C3=C4C=CNC4=NC=N3. Drug 2: C1C(C(OC1N2C=NC3=C2NC=NCC3O)CO)O. Cell line: HT29. Synergy scores: CSS=-4.59, Synergy_ZIP=4.09, Synergy_Bliss=2.01, Synergy_Loewe=-1.92, Synergy_HSA=-3.54. (3) Drug 1: C1C(C(OC1N2C=C(C(=O)NC2=O)F)CO)O. Drug 2: B(C(CC(C)C)NC(=O)C(CC1=CC=CC=C1)NC(=O)C2=NC=CN=C2)(O)O. Cell line: ACHN. Synergy scores: CSS=56.3, Synergy_ZIP=-9.28, Synergy_Bliss=-5.33, Synergy_Loewe=-5.80, Synergy_HSA=-4.77.